This data is from Catalyst prediction with 721,799 reactions and 888 catalyst types from USPTO. The task is: Predict which catalyst facilitates the given reaction. Reactant: I[C:2]1[CH:16]=[CH:15][C:5]([O:6][CH:7]2[CH:12]3[CH2:13][CH2:14][N:9]([CH2:10][CH2:11]3)[CH2:8]2)=[CH:4][CH:3]=1.C[Si]([C:21]#[CH:22])(C)C. Product: [C:21]([C:2]1[CH:16]=[CH:15][C:5]([O:6][CH:7]2[CH:12]3[CH2:13][CH2:14][N:9]([CH2:10][CH2:11]3)[CH2:8]2)=[CH:4][CH:3]=1)#[CH:22]. The catalyst class is: 441.